Dataset: Catalyst prediction with 721,799 reactions and 888 catalyst types from USPTO. Task: Predict which catalyst facilitates the given reaction. (1) Reactant: Cl[C:2]1[CH:7]=[C:6]([N:8]2[CH2:13][CH2:12][N:11]([C:14]3[C:19]([C:20]([F:23])([F:22])[F:21])=[CH:18][CH:17]=[CH:16][N:15]=3)[CH2:10][CH2:9]2)[N:5]=[C:4]([CH2:24][O:25][CH3:26])[N:3]=1.[Cl:27][C:28]1[CH:29]=[C:30](B(O)O)[CH:31]=[CH:32][CH:33]=1.C(=O)([O-])[O-].[Na+].[Na+]. Product: [Cl:27][C:28]1[CH:33]=[C:32]([C:2]2[CH:7]=[C:6]([N:8]3[CH2:13][CH2:12][N:11]([C:14]4[C:19]([C:20]([F:22])([F:21])[F:23])=[CH:18][CH:17]=[CH:16][N:15]=4)[CH2:10][CH2:9]3)[N:5]=[C:4]([CH2:24][O:25][CH3:26])[N:3]=2)[CH:31]=[CH:30][CH:29]=1. The catalyst class is: 57. (2) Reactant: [CH3:1][O:2][C:3]1[C:8]2[N:9]=[C:10]([C:12]([OH:14])=O)[S:11][C:7]=2[C:6]([N:15]2[CH2:20][CH2:19][O:18][CH2:17][CH2:16]2)=[CH:5][CH:4]=1.C(N1C=CN=C1)(N1C=CN=C1)=O.Cl.[NH2:34][CH2:35][C:36](=[O:43])[CH2:37][C:38]1[S:39][CH:40]=[CH:41][CH:42]=1.C(N(CC)CC)C. Product: [O:43]=[C:36]([CH2:37][C:38]1[S:39][CH:40]=[CH:41][CH:42]=1)[CH2:35][NH:34][C:12]([C:10]1[S:11][C:7]2[C:6]([N:15]3[CH2:20][CH2:19][O:18][CH2:17][CH2:16]3)=[CH:5][CH:4]=[C:3]([O:2][CH3:1])[C:8]=2[N:9]=1)=[O:14]. The catalyst class is: 18. (3) Reactant: [OH:1][C:2]1[C:11]2[C:6](=[CH:7][CH:8]=[CH:9][CH:10]=2)[C:5]([CH:12]=[O:13])=[CH:4][CH:3]=1.[CH2:14]([N:16]([CH2:20][CH3:21])[C:17](Cl)=[O:18])[CH3:15].[Cl-].[NH4+]. Product: [CH2:14]([N:16]([CH2:20][CH3:21])[C:17](=[O:18])[O:1][C:2]1[C:11]2[C:6](=[CH:7][CH:8]=[CH:9][CH:10]=2)[C:5]([CH:12]=[O:13])=[CH:4][CH:3]=1)[CH3:15]. The catalyst class is: 17. (4) Reactant: Cl[C:2]1[N:7]=[C:6]([NH:8][C:9]2[CH:10]=[C:11]3[C:15](=[CH:16][CH:17]=2)[NH:14][N:13]=[CH:12]3)[C:5]([CH3:18])=[CH:4][N:3]=1.[CH3:19][O:20][C:21]1[CH:22]=[C:23]2[C:27](=[CH:28][CH:29]=1)[CH2:26][NH:25][CH2:24]2.CCN(C(C)C)C(C)C. Product: [CH3:19][O:20][C:21]1[CH:22]=[C:23]2[C:27](=[CH:28][CH:29]=1)[CH2:26][N:25]([C:2]1[N:7]=[C:6]([NH:8][C:9]3[CH:10]=[C:11]4[C:15](=[CH:16][CH:17]=3)[NH:14][N:13]=[CH:12]4)[C:5]([CH3:18])=[CH:4][N:3]=1)[CH2:24]2. The catalyst class is: 3. (5) Reactant: [CH3:1][C:2](=[N:4][OH:5])[CH3:3].C([Li])CCC.CO[C:13](=O)[C:14]1[CH:19]=[CH:18][C:17]([CH3:20])=[C:16]([C:21]2[C:32](=[O:33])[N:31]([CH3:34])[C:24]3[N:25]=[C:26]([S:29][CH3:30])[N:27]=[CH:28][C:23]=3[CH:22]=2)[CH:15]=1.S(=O)(=O)(O)O.[OH-].[Na+]. Product: [CH3:34][N:31]1[C:24]2[N:25]=[C:26]([S:29][CH3:30])[N:27]=[CH:28][C:23]=2[CH:22]=[C:21]([C:16]2[CH:15]=[C:14]([C:13]3[O:5][N:4]=[C:2]([CH3:3])[CH:1]=3)[CH:19]=[CH:18][C:17]=2[CH3:20])[C:32]1=[O:33]. The catalyst class is: 1.